This data is from Reaction yield outcomes from USPTO patents with 853,638 reactions. The task is: Predict the reaction yield, written as a fraction of the theoretical maximum amount of product (1.0 means a 100% yield; for example, 0.34 means a 34% yield). (1) The reactants are [Br:1][C:2]1[CH:15]=[CH:14][C:13]2[N:12]([S:16]([C:19]3[CH:24]=[CH:23][C:22]([O:25]C)=[CH:21][CH:20]=3)(=[O:18])=[O:17])[CH:11]([CH3:27])[C:10]3[C:5](=[CH:6][CH:7]=[C:8]([Cl:28])[CH:9]=3)[C:4]=2[CH:3]=1.C1CCCCC=1.B(Br)(Br)Br.ClCCl. No catalyst specified. The product is [Br:1][C:2]1[CH:15]=[CH:14][C:13]2[N:12]([S:16]([C:19]3[CH:24]=[CH:23][C:22]([OH:25])=[CH:21][CH:20]=3)(=[O:18])=[O:17])[CH:11]([CH3:27])[C:10]3[C:5](=[CH:6][CH:7]=[C:8]([Cl:28])[CH:9]=3)[C:4]=2[CH:3]=1. The yield is 0.560. (2) The yield is 0.700. The product is [NH2:1][C:2]1[O:6][N:5]=[C:4]([C:7]2[CH:12]=[CH:11][CH:10]=[CH:9][C:8]=2[O:13][C:14]([F:15])([F:16])[F:17])[C:3]=1[C:18]([N:44]1[CH2:43][CH2:42][N:41]([C:37]2[CH:38]=[CH:39][CH:40]=[C:35]([O:34][CH3:33])[CH:36]=2)[CH2:46][CH2:45]1)=[O:20]. The reactants are [NH2:1][C:2]1[O:6][N:5]=[C:4]([C:7]2[CH:12]=[CH:11][CH:10]=[CH:9][C:8]=2[O:13][C:14]([F:17])([F:16])[F:15])[C:3]=1[C:18]([OH:20])=O.Cl.C(N=C=NCCCN(C)C)C.[CH3:33][O:34][C:35]1[CH:36]=[C:37]([N:41]2[CH2:46][CH2:45][NH:44][CH2:43][CH2:42]2)[CH:38]=[CH:39][CH:40]=1. The catalyst is ClCCl. (3) The reactants are Cl[C:2]1[C:7]([N+:8]([O-:10])=[O:9])=[CH:6][CH:5]=[C:4]([O:11][CH3:12])[N:3]=1.O1CCOCC1.[CH3:19][NH:20][CH2:21][CH2:22][OH:23]. The catalyst is O. The product is [CH3:12][O:11][C:4]1[N:3]=[C:2]([CH2:19][NH:20][CH2:21][CH2:22][OH:23])[C:7]([N+:8]([O-:10])=[O:9])=[CH:6][CH:5]=1. The yield is 0.700. (4) The reactants are [O:1]=[C:2]1[CH2:7][CH2:6][CH:5]([C:8]([O:10][CH2:11][C:12]2[CH:17]=[CH:16][CH:15]=[CH:14][CH:13]=2)=[O:9])[CH2:4][CH2:3]1.[F:18][C:19]([F:38])([F:37])[S:20](N(C1C=CC=CC=1)[S:20]([C:19]([F:38])([F:37])[F:18])(=[O:22])=[O:21])(=[O:22])=[O:21].C[Si]([N-][Si](C)(C)C)(C)C.[K+].C1C[O:52]CC1. The catalyst is O. The product is [OH:52][C:5]1([C:8]([O:10][CH2:11][C:12]2[CH:17]=[CH:16][CH:15]=[CH:14][CH:13]=2)=[O:9])[CH2:6][CH2:7][C:2]([O:1][S:20]([C:19]([F:38])([F:37])[F:18])(=[O:22])=[O:21])=[CH:3][CH2:4]1. The yield is 0.247. (5) The reactants are Cl.Cl.[Cl:3][CH2:4][CH2:5][N:6]1[CH2:11][CH2:10][NH:9][CH2:8][CH2:7]1.C(N(CC)CC)C.[C:19](Cl)(=[O:21])[CH3:20]. The catalyst is ClCCCl. The product is [C:19]([N:9]1[CH2:10][CH2:11][N:6]([CH2:5][CH2:4][Cl:3])[CH2:7][CH2:8]1)(=[O:21])[CH3:20]. The yield is 0.200. (6) The reactants are [CH3:1][C:2]1[CH:10]=[C:9]([CH3:11])[C:5]([C:6]([NH2:8])=[O:7])=[C:4]([N+:12]([O-])=O)[CH:3]=1. The catalyst is CO.[C].[Pd]. The product is [NH2:12][C:4]1[CH:3]=[C:2]([CH3:1])[CH:10]=[C:9]([CH3:11])[C:5]=1[C:6]([NH2:8])=[O:7]. The yield is 0.950. (7) The catalyst is [OH-].[K+]. The reactants are [CH2:1]([C:5](=[CH2:11])[C:6]([O:8]CC)=[O:7])[CH:2]([CH3:4])[CH3:3].Cl. The product is [CH2:1]([C:5](=[CH2:11])[C:6]([OH:8])=[O:7])[CH:2]([CH3:4])[CH3:3]. The yield is 0.990. (8) The product is [N+:1]([C:4]1[CH:11]=[C:10]([C:12]2[NH:16][N:15]=[CH:14][CH:13]=2)[CH:9]=[CH:8][C:5]=1[C:6]#[N:7])([O-:3])=[O:2]. The reactants are [N+:1]([C:4]1[CH:11]=[C:10]([C:12]2[N:16](C3CCCCO3)[N:15]=[CH:14][CH:13]=2)[CH:9]=[CH:8][C:5]=1[C:6]#[N:7])([O-:3])=[O:2].Cl.O.[OH-].[Na+]. The yield is 0.920. The catalyst is CCO. (9) The reactants are CC1(C)OO1.[I:6]([C:9]1[CH:14]=[CH:13][CH:12]=[CH:11][CH:10]=1)(=[O:8])=[O:7].IC1C=CC([C:22]2[S:23][C:24]3[CH:30]=[C:29]([O:31][CH3:32])[CH:28]=[CH:27][C:25]=3[N:26]=2)=CC=1. The catalyst is ClCCl. The yield is 0.840. The product is [I:6]([C:9]1[CH:14]=[CH:13][C:12]([C:22]2[S:23][C:24]3[CH:30]=[C:29]([O:31][CH3:32])[CH:28]=[CH:27][C:25]=3[N:26]=2)=[CH:11][CH:10]=1)(=[O:8])=[O:7]. (10) The reactants are [Cl:1][C:2]1[C:7]([Cl:8])=[CH:6][CH:5]=[CH:4][C:3]=1[C:9]1[CH:10]=[C:11]([CH:15]2[CH2:17][CH:16]2[NH:18]C(=O)OCC2C=CC=CC=2)[CH:12]=[N:13][CH:14]=1.B(Br)(Br)Br.[CH2:33]([S:35](Cl)(=[O:37])=[O:36])[CH3:34].[NH4+].[Cl-]. The catalyst is C(Cl)Cl.O. The product is [Cl:1][C:2]1[C:7]([Cl:8])=[CH:6][CH:5]=[CH:4][C:3]=1[C:9]1[CH:10]=[C:11]([CH:15]2[CH2:17][CH:16]2[NH:18][S:35]([CH2:33][CH3:34])(=[O:37])=[O:36])[CH:12]=[N:13][CH:14]=1. The yield is 0.0700.